This data is from Merck oncology drug combination screen with 23,052 pairs across 39 cell lines. The task is: Regression. Given two drug SMILES strings and cell line genomic features, predict the synergy score measuring deviation from expected non-interaction effect. (1) Drug 1: COC1=C2CC(C)CC(OC)C(O)C(C)C=C(C)C(OC(N)=O)C(OC)C=CC=C(C)C(=O)NC(=CC1=O)C2=O. Drug 2: Cn1cc(-c2cnn3c(N)c(Br)c(C4CCCNC4)nc23)cn1. Cell line: OV90. Synergy scores: synergy=-6.59. (2) Drug 1: O=C(CCCCCCC(=O)Nc1ccccc1)NO. Drug 2: Cn1c(=O)n(-c2ccc(C(C)(C)C#N)cc2)c2c3cc(-c4cnc5ccccc5c4)ccc3ncc21. Cell line: NCIH520. Synergy scores: synergy=15.0. (3) Drug 1: CC1CC2C3CCC4=CC(=O)C=CC4(C)C3(F)C(O)CC2(C)C1(O)C(=O)CO. Drug 2: COC1CC2CCC(C)C(O)(O2)C(=O)C(=O)N2CCCCC2C(=O)OC(C(C)CC2CCC(OP(C)(C)=O)C(OC)C2)CC(=O)C(C)C=C(C)C(O)C(OC)C(=O)C(C)CC(C)C=CC=CC=C1C. Cell line: T47D. Synergy scores: synergy=-0.610.